Dataset: Full USPTO retrosynthesis dataset with 1.9M reactions from patents (1976-2016). Task: Predict the reactants needed to synthesize the given product. (1) Given the product [F:29][C:30]([F:41])([F:40])[C:31]([NH:11][C:9]1[N:18]=[C:5]2[CH:4]=[CH:3][C:2]([F:1])=[CH:7][N:6]2[C:8]=1[C:12]1[CH:13]=[CH:14][CH:15]=[CH:16][CH:17]=1)=[O:32], predict the reactants needed to synthesize it. The reactants are: [F:1][C:2]1[CH:3]=[CH:4][C:5](=[N:18]S(C2C=CC(C)=CC=2)(=O)=O)[N:6]([CH:8]([C:12]2[CH:17]=[CH:16][CH:15]=[CH:14][CH:13]=2)[C:9]([NH2:11])=O)[CH:7]=1.[F:29][C:30]([F:41])([F:40])[C:31](O[C:31](=[O:32])[C:30]([F:41])([F:40])[F:29])=[O:32]. (2) Given the product [ClH:8].[Cl:8][C:9]1[CH:10]=[CH:11][C:12]([NH:15][C:16](=[O:32])[C:17]2[CH:22]=[CH:21][CH:20]=[CH:19][C:18]=2[NH:23][C:24]([O:26][CH:27]2[CH2:31][CH2:30][N:29]([CH:35]3[CH2:36][CH2:37][CH2:38][CH:34]3[CH3:33])[CH2:28]2)=[O:25])=[N:13][CH:14]=1, predict the reactants needed to synthesize it. The reactants are: FC(F)(F)C(O)=O.[Cl:8][C:9]1[CH:10]=[CH:11][C:12]([NH:15][C:16](=[O:32])[C:17]2[CH:22]=[CH:21][CH:20]=[CH:19][C:18]=2[NH:23][C:24]([O:26][CH:27]2[CH2:31][CH2:30][NH:29][CH2:28]2)=[O:25])=[N:13][CH:14]=1.[CH3:33][CH:34]1[CH2:38][CH2:37][CH2:36][C:35]1=O.C([BH3-])#N.[Na+].Cl. (3) Given the product [F:15][C:13]1[CH:12]=[CH:11][C:10]([N+:16]([O-:18])=[O:17])=[C:9]([CH:14]=1)[O:6][C@H:2]1[CH2:3][CH2:4][CH2:5][C@H:1]1[OH:7], predict the reactants needed to synthesize it. The reactants are: [C@@H:1]1([OH:7])[CH2:5][CH2:4][CH2:3][C@@H:2]1[OH:6].F[C:9]1[CH:14]=[C:13]([F:15])[CH:12]=[CH:11][C:10]=1[N+:16]([O-:18])=[O:17]. (4) Given the product [F:1][C:2]1[CH:7]=[CH:6][C:5]([CH2:8][O:9][C:10]2[CH:18]=[C:17]([C:19]([N:21]3[CH2:22][CH2:23][O:24][CH2:25][CH2:26]3)=[O:20])[C:16]([C:27]3[CH:28]=[N:29][N:30]([CH3:32])[CH:31]=3)=[CH:15][C:11]=2[C:12]([NH:48][C:45]2[CH:46]=[CH:47][N:42]=[N:43][CH:44]=2)=[O:14])=[CH:4][CH:3]=1, predict the reactants needed to synthesize it. The reactants are: [F:1][C:2]1[CH:7]=[CH:6][C:5]([CH2:8][O:9][C:10]2[CH:18]=[C:17]([C:19]([N:21]3[CH2:26][CH2:25][O:24][CH2:23][CH2:22]3)=[O:20])[C:16]([C:27]3[CH:28]=[N:29][N:30]([CH3:32])[CH:31]=3)=[CH:15][C:11]=2[C:12]([OH:14])=O)=[CH:4][CH:3]=1.C(N(C(C)C)CC)(C)C.[N:42]1[CH:47]=[CH:46][C:45]([NH2:48])=[CH:44][N:43]=1.ON1C2N=CC=CC=2N=N1.C(Cl)CCl. (5) Given the product [F:48][C:47]([F:50])([F:49])[C:45]([OH:51])=[O:46].[CH3:42][S:41][C:11]1[S:10][C:9]([C:8]([NH2:43])=[NH:7])=[CH:13][C:12]=1[S:14]([C:17]1[CH:18]=[C:19]([C:23]2[C:28]([CH3:29])=[CH:27][CH:26]=[CH:25][C:24]=2[NH:30][C:31]([NH:33][CH2:34][CH2:35][C:36]2[N:40]=[N:39][NH:38][N:37]=2)=[O:32])[CH:20]=[CH:21][CH:22]=1)(=[O:16])=[O:15], predict the reactants needed to synthesize it. The reactants are: C(OC(=O)[NH:7][C:8](=[NH:43])[C:9]1[S:10][C:11]([S:41][CH3:42])=[C:12]([S:14]([C:17]2[CH:18]=[C:19]([C:23]3[C:28]([CH3:29])=[CH:27][CH:26]=[CH:25][C:24]=3[NH:30][C:31]([NH:33][CH2:34][CH2:35][C:36]3[N:37]=[N:38][NH:39][N:40]=3)=[O:32])[CH:20]=[CH:21][CH:22]=2)(=[O:16])=[O:15])[CH:13]=1)(C)(C)C.[C:45]([OH:51])([C:47]([F:50])([F:49])[F:48])=[O:46].C(Cl)Cl. (6) Given the product [CH:1]1([C:7]2[C:15]3[C:10](=[CH:11][C:12]([C:16]([O:18][CH3:19])=[O:17])=[CH:13][CH:14]=3)[NH:9][C:8]=2[C:20]2[CH:25]=[CH:24][CH:23]=[CH:22][C:21]=2[O:26][CH2:42][C@@H:43]2[CH2:44][O:45]2)[CH2:6][CH2:5][CH2:4][CH2:3][CH2:2]1, predict the reactants needed to synthesize it. The reactants are: [CH:1]1([C:7]2[C:15]3[C:10](=[CH:11][C:12]([C:16]([O:18][CH3:19])=[O:17])=[CH:13][CH:14]=3)[NH:9][C:8]=2[C:20]2[CH:25]=[CH:24][CH:23]=[CH:22][C:21]=2[OH:26])[CH2:6][CH2:5][CH2:4][CH2:3][CH2:2]1.[F-].[Cs+].[N+](C1C=C(S(O[CH2:42][C@H:43]2[O:45][CH2:44]2)(=O)=O)C=CC=1)([O-])=O.